From a dataset of NCI-60 drug combinations with 297,098 pairs across 59 cell lines. Regression. Given two drug SMILES strings and cell line genomic features, predict the synergy score measuring deviation from expected non-interaction effect. Drug 1: CC1C(C(CC(O1)OC2CC(CC3=C2C(=C4C(=C3O)C(=O)C5=C(C4=O)C(=CC=C5)OC)O)(C(=O)C)O)N)O.Cl. Drug 2: CCN(CC)CCCC(C)NC1=C2C=C(C=CC2=NC3=C1C=CC(=C3)Cl)OC. Cell line: NCI-H522. Synergy scores: CSS=35.4, Synergy_ZIP=11.8, Synergy_Bliss=14.0, Synergy_Loewe=11.7, Synergy_HSA=15.3.